From a dataset of Reaction yield outcomes from USPTO patents with 853,638 reactions. Predict the reaction yield, written as a fraction of the theoretical maximum amount of product (1.0 means a 100% yield; for example, 0.34 means a 34% yield). (1) The reactants are [C:1]([O:5][C:6]([NH:8][C@H:9]1[CH2:14][CH2:13][C@H:12]([CH2:15][CH2:16]OS(C)(=O)=O)[CH2:11][CH2:10]1)=[O:7])([CH3:4])([CH3:3])[CH3:2].C(=O)([O-])[O-].[K+].[K+].[NH:28]1[CH2:32][CH2:31][CH2:30][CH2:29]1.O. The catalyst is C(#N)C. The product is [C:1]([O:5][C:6](=[O:7])[NH:8][C@H:9]1[CH2:14][CH2:13][C@H:12]([CH2:15][CH2:16][N:28]2[CH2:32][CH2:31][CH2:30][CH2:29]2)[CH2:11][CH2:10]1)([CH3:4])([CH3:3])[CH3:2]. The yield is 0.640. (2) The reactants are [CH3:1][O:2][C:3]([C:5]1[S:9][C:8]([C:10]([OH:12])=O)=[CH:7][C:6]=1[C:13]1[CH:18]=[CH:17][CH:16]=[CH:15][CH:14]=1)=[O:4].[C:19]1([NH2:25])[CH:24]=[CH:23][CH:22]=[CH:21][CH:20]=1.F[P-](F)(F)(F)(F)F.N1(O[P+](N(C)C)(N(C)C)N(C)C)C2C=CC=CC=2N=N1.O. The product is [C:13]1([C:6]2[CH:7]=[C:8]([C:10](=[O:12])[NH:25][C:19]3[CH:24]=[CH:23][CH:22]=[CH:21][CH:20]=3)[S:9][C:5]=2[C:3]([O:2][CH3:1])=[O:4])[CH:18]=[CH:17][CH:16]=[CH:15][CH:14]=1. The yield is 0.660. The catalyst is CN(C=O)C. (3) The catalyst is CN(C)C=O.[I-].C([N+](CCCC)(CCCC)CCCC)CCC. The reactants are [CH:1]1([CH2:4][NH:5][N:6]2[C:15]3[C:10](=[CH:11][CH:12]=[CH:13][CH:14]=3)[C:9]([OH:16])=[C:8]([C:17]3[NH:22][C:21]4[CH:23]=[CH:24][C:25]([OH:27])=[CH:26][C:20]=4[S:19](=[O:29])(=[O:28])[N:18]=3)[C:7]2=[O:30])[CH2:3][CH2:2]1.Br[CH2:32][C:33]#[N:34].C(=O)([O-])[O-].[K+].[K+]. The yield is 0.950. The product is [CH:1]1([CH2:4][NH:5][N:6]2[C:15]3[C:10](=[CH:11][CH:12]=[CH:13][CH:14]=3)[C:9]([OH:16])=[C:8]([C:17]3[NH:22][C:21]4[CH:23]=[CH:24][C:25]([O:27][CH2:32][C:33]#[N:34])=[CH:26][C:20]=4[S:19](=[O:28])(=[O:29])[N:18]=3)[C:7]2=[O:30])[CH2:2][CH2:3]1.